This data is from Forward reaction prediction with 1.9M reactions from USPTO patents (1976-2016). The task is: Predict the product of the given reaction. (1) Given the reactants [CH3:1][O:2][C:3]1[N:11]=[CH:10][CH:9]=[CH:8][C:4]=1[C:5]([OH:7])=O.[CH3:12][NH:13][O:14][CH3:15].CN(C(ON1N=NC2C=CC=NC1=2)=[N+](C)C)C.F[P-](F)(F)(F)(F)F.CCN(C(C)C)C(C)C, predict the reaction product. The product is: [CH3:15][O:14][N:13]([CH3:12])[C:5](=[O:7])[C:4]1[CH:8]=[CH:9][CH:10]=[N:11][C:3]=1[O:2][CH3:1]. (2) Given the reactants C(OC([NH:8][CH2:9][C:10]1[CH:15]=[CH:14][CH:13]=[C:12]([CH2:16][NH:17][C:18]2[CH:27]=[CH:26][CH:25]=[C:24]3[C:19]=2[CH:20]=[CH:21][N:22]=[CH:23]3)[CH:11]=1)=O)(C)(C)C.[ClH:28].CO, predict the reaction product. The product is: [ClH:28].[CH:23]1[C:24]2[C:19](=[C:18]([NH:17][CH2:16][C:12]3[CH:13]=[CH:14][CH:15]=[C:10]([CH2:9][NH2:8])[CH:11]=3)[CH:27]=[CH:26][CH:25]=2)[CH:20]=[CH:21][N:22]=1. (3) Given the reactants [CH3:1][C:2]1[C:7]([O:8][CH3:9])=[CH:6][CH:5]=[CH:4][C:3]=1[CH2:10][CH2:11][NH2:12].[CH:13](OCC)=[O:14], predict the reaction product. The product is: [CH3:1][C:2]1[C:7]([O:8][CH3:9])=[CH:6][CH:5]=[CH:4][C:3]=1[CH2:10][CH2:11][NH:12][CH:13]=[O:14]. (4) Given the reactants [C:1]([O:5][C:6]([N:8]1[CH2:13][CH2:12][C@@H:11]([O:14]C(=O)C2C=CC([N+]([O-])=O)=CC=2)[C@H:10]([CH2:26][O:27][C:28]2[N:29]=[N:30][C:31]([CH2:47][CH2:48][CH2:49][CH3:50])=[C:32]([C:34]3[CH:39]=[CH:38][C:37]([O:40][CH:41]4[CH2:46][CH2:45][CH2:44][CH2:43][CH2:42]4)=[CH:36][CH:35]=3)[CH:33]=2)[CH2:9]1)=[O:7])([CH3:4])([CH3:3])[CH3:2].[OH-].[Na+], predict the reaction product. The product is: [C:1]([O:5][C:6]([N:8]1[CH2:13][CH2:12][C@@H:11]([OH:14])[C@H:10]([CH2:26][O:27][C:28]2[N:29]=[N:30][C:31]([CH2:47][CH2:48][CH2:49][CH3:50])=[C:32]([C:34]3[CH:35]=[CH:36][C:37]([O:40][CH:41]4[CH2:46][CH2:45][CH2:44][CH2:43][CH2:42]4)=[CH:38][CH:39]=3)[CH:33]=2)[CH2:9]1)=[O:7])([CH3:4])([CH3:3])[CH3:2]. (5) Given the reactants [Cl:1][C:2]1[CH:3]=[C:4]([C:11]2[CH2:15][C:14]([C:20]3[CH:25]=[C:24]([Cl:26])[CH:23]=[C:22]([Cl:27])[CH:21]=3)([C:16]([F:19])([F:18])[F:17])[O:13][N:12]=2)[CH:5]=[CH:6][C:7]=1[CH:8](O)[CH3:9].[Cl:28]CCl, predict the reaction product. The product is: [Cl:1][C:2]1[CH:3]=[C:4]([C:11]2[CH2:15][C:14]([C:20]3[CH:25]=[C:24]([Cl:26])[CH:23]=[C:22]([Cl:27])[CH:21]=3)([C:16]([F:19])([F:18])[F:17])[O:13][N:12]=2)[CH:5]=[CH:6][C:7]=1[CH:8]([Cl:28])[CH3:9].